Task: Predict the reactants needed to synthesize the given product.. Dataset: Full USPTO retrosynthesis dataset with 1.9M reactions from patents (1976-2016) (1) Given the product [CH3:1][O:2]/[N:3]=[C:4](/[C:15]1[CH:20]=[CH:19][CH:18]=[CH:17][CH:16]=1)\[CH2:5][O:6][C:7]1[CH:12]=[CH:11][C:10]([CH2:13][O:14][C:22]2[CH:27]=[CH:26][C:25]([CH:28]([CH2:34][CH2:35][CH3:36])[CH2:29][C:30]([O:32][CH3:33])=[O:31])=[CH:24][CH:23]=2)=[CH:9][CH:8]=1, predict the reactants needed to synthesize it. The reactants are: [CH3:1][O:2]/[N:3]=[C:4](/[C:15]1[CH:20]=[CH:19][CH:18]=[CH:17][CH:16]=1)\[CH2:5][O:6][C:7]1[CH:12]=[CH:11][C:10]([CH2:13][OH:14])=[CH:9][CH:8]=1.O[C:22]1[CH:27]=[CH:26][C:25]([CH:28]([CH2:34][CH2:35][CH3:36])[CH2:29][C:30]([O:32][CH3:33])=[O:31])=[CH:24][CH:23]=1.C1(P(C2C=CC=CC=2)C2C=CC=CC=2)C=CC=CC=1. (2) Given the product [ClH:23].[N:18]1[CH:19]=[CH:20][CH:21]=[N:22][C:17]=1[C:11]1([OH:16])[CH2:12][CH:13]2[NH:8][CH:9]([CH2:15][CH2:14]2)[CH2:10]1, predict the reactants needed to synthesize it. The reactants are: C([N:8]1[CH:13]2[CH2:14][CH2:15][CH:9]1[CH2:10][C:11]([C:17]1[N:22]=[CH:21][CH:20]=[CH:19][N:18]=1)([OH:16])[CH2:12]2)C1C=CC=CC=1.[ClH:23]. (3) The reactants are: [F:1][C:2]1[CH:3]=[C:4]([C@:8]2([CH2:13][OH:14])[CH2:10][C@H:9]2[CH2:11][OH:12])[CH:5]=[CH:6][CH:7]=1.[C:15](OC=C)(=[O:17])[CH3:16].CC(CC(O)=O)=O. Given the product [C:15]([O:12][CH2:11][C@@H:9]1[CH2:10][C@:8]1([C:4]1[CH:5]=[CH:6][CH:7]=[C:2]([F:1])[CH:3]=1)[CH2:13][OH:14])(=[O:17])[CH3:16], predict the reactants needed to synthesize it. (4) Given the product [Cl:1][C:2]1[CH:3]=[C:4]([C:9]2[CH:10]=[C:11]3[C:15](=[CH:16][CH:17]=2)[NH:14][C:13]2[C:18]([CH3:22])=[N+:19]([O-:28])[CH:20]=[CH:21][C:12]3=2)[CH:5]=[C:6]([Cl:8])[CH:7]=1, predict the reactants needed to synthesize it. The reactants are: [Cl:1][C:2]1[CH:3]=[C:4]([C:9]2[CH:10]=[C:11]3[C:15](=[CH:16][CH:17]=2)[NH:14][C:13]2[C:18]([CH3:22])=[N:19][CH:20]=[CH:21][C:12]3=2)[CH:5]=[C:6]([Cl:8])[CH:7]=1.ClC1C=C(C=CC=1)C(OO)=[O:28]. (5) Given the product [CH3:1][C:2]1[N:6]([CH2:7][CH:8]2[C:21](=[O:22])[C:12]3[C:13]4[CH:14]=[CH:15][CH:16]=[CH:17][C:18]=4[N:19]([CH3:20])[C:11]=3[CH2:10][CH2:9]2)[CH:5]=[CH:4][N:3]=1.[ClH:23], predict the reactants needed to synthesize it. The reactants are: [CH3:1][C:2]1[N:6]([CH2:7][CH:8]2[C:21](=[O:22])[C:12]3[C:13]4[CH:14]=[CH:15][CH:16]=[CH:17][C:18]=4[N:19]([CH3:20])[C:11]=3[CH2:10][CH2:9]2)[CH:5]=[CH:4][N:3]=1.[ClH:23].